From a dataset of NCI-60 drug combinations with 297,098 pairs across 59 cell lines. Regression. Given two drug SMILES strings and cell line genomic features, predict the synergy score measuring deviation from expected non-interaction effect. Cell line: HCT-15. Synergy scores: CSS=0.281, Synergy_ZIP=0.777, Synergy_Bliss=1.05, Synergy_Loewe=-1.81, Synergy_HSA=-1.44. Drug 1: C1CCC(C1)C(CC#N)N2C=C(C=N2)C3=C4C=CNC4=NC=N3. Drug 2: CC1=CC2C(CCC3(C2CCC3(C(=O)C)OC(=O)C)C)C4(C1=CC(=O)CC4)C.